This data is from Forward reaction prediction with 1.9M reactions from USPTO patents (1976-2016). The task is: Predict the product of the given reaction. (1) Given the reactants [N:1]1([CH2:7][CH2:8][N:9]2[CH2:14][CH2:13][S:12][C:11]3[CH:15]=[C:16]([NH2:19])[CH:17]=[CH:18][C:10]2=3)[CH2:6][CH2:5][CH2:4][CH2:3][CH2:2]1.I.[S:21]1[CH:25]=[CH:24][CH:23]=[C:22]1[C:26](SC)=[NH:27], predict the reaction product. The product is: [N:1]1([CH2:7][CH2:8][N:9]2[CH2:14][CH2:13][S:12][C:11]3[CH:15]=[C:16]([NH:19][C:26]([C:22]4[S:21][CH:25]=[CH:24][CH:23]=4)=[NH:27])[CH:17]=[CH:18][C:10]2=3)[CH2:6][CH2:5][CH2:4][CH2:3][CH2:2]1. (2) The product is: [N+:21]([C:18]1[CH:17]=[C:13]([C:14]2[O:1][N:2]=[C:3]([C:5]3[CH:10]=[CH:9][CH:8]=[CH:7][N:6]=3)[N:4]=2)[CH:12]=[CH:20][CH:19]=1)([O-:23])=[O:22]. Given the reactants [OH:1][NH:2][C:3]([C:5]1[CH:10]=[CH:9][CH:8]=[CH:7][N:6]=1)=[NH:4].F[C:12]1[CH:20]=[CH:19][C:18]([N+:21]([O-:23])=[O:22])=[CH:17][C:13]=1[C:14](O)=O, predict the reaction product. (3) Given the reactants [ClH:1].[CH3:2][CH:3](O)[CH:4](OC)[CH:5](O)[C:6]([CH2:8][C:9]1(C)[C:13]([C:15](C=C)(C)C)(C)O[CH:11]=[CH:10]1)=O.[O:25]1[CH2:30][CH2:29]OCC1, predict the reaction product. The product is: [Cl:1][C:4]1[CH:3]=[CH:2][C:8]([C:9]2[CH:10]=[CH:11][C:29]([CH:30]=[O:25])=[CH:15][CH:13]=2)=[CH:6][CH:5]=1. (4) Given the reactants [CH:1]1([O:6][C:7]2[CH:15]=[CH:14][C:13]([S:16](=[O:20])(=[O:19])[NH:17][CH3:18])=[CH:12][C:8]=2[C:9]([OH:11])=O)[CH2:5][CH2:4][CH2:3][CH2:2]1.[C:21]1([C:27]2[N:31]=[C:30]([N:32]3[CH2:37][CH2:36][NH:35][CH2:34][CH2:33]3)[S:29][N:28]=2)[CH:26]=[CH:25][CH:24]=[CH:23][CH:22]=1, predict the reaction product. The product is: [CH:1]1([O:6][C:7]2[CH:15]=[CH:14][C:13]([S:16]([NH:17][CH3:18])(=[O:20])=[O:19])=[CH:12][C:8]=2[C:9]([N:35]2[CH2:36][CH2:37][N:32]([C:30]3[S:29][N:28]=[C:27]([C:21]4[CH:26]=[CH:25][CH:24]=[CH:23][CH:22]=4)[N:31]=3)[CH2:33][CH2:34]2)=[O:11])[CH2:2][CH2:3][CH2:4][CH2:5]1. (5) The product is: [CH:8]([O:11][C:12]([N:14]1[CH:19]([CH2:20][CH3:21])[CH2:18][CH:17]([N:22]([C:1](=[O:3])[CH3:2])[CH2:23][C:24]2[CH:29]=[C:28]([C:30]([F:32])([F:33])[F:31])[CH:27]=[C:26]([C:34]([F:35])([F:36])[F:37])[CH:25]=2)[C:16]2[S:38][CH:39]=[CH:40][C:15]1=2)=[O:13])([CH3:9])[CH3:10]. Given the reactants [C:1](OC(=O)C)(=[O:3])[CH3:2].[CH:8]([O:11][C:12]([N:14]1[CH:19]([CH2:20][CH3:21])[CH2:18][CH:17]([NH:22][CH2:23][C:24]2[CH:29]=[C:28]([C:30]([F:33])([F:32])[F:31])[CH:27]=[C:26]([C:34]([F:37])([F:36])[F:35])[CH:25]=2)[C:16]2[S:38][CH:39]=[CH:40][C:15]1=2)=[O:13])([CH3:10])[CH3:9].N1C=CC=CC=1, predict the reaction product. (6) Given the reactants Br[C:2]1[CH:7]=[CH:6][C:5]([O:8][CH3:9])=[CH:4][CH:3]=1.[C:10]1([CH3:19])[CH:15]=[CH:14][CH:13]=[CH:12][C:11]=1B(O)O, predict the reaction product. The product is: [CH3:19][C:10]1[CH:15]=[CH:14][C:13]([C:2]2[CH:7]=[CH:6][C:5]([O:8][CH3:9])=[CH:4][CH:3]=2)=[CH:12][CH:11]=1. (7) Given the reactants [C:1]([NH:5][C:6]([C:8]1[C:16]2[C:11](=[N:12][CH:13]=[C:14](Br)[N:15]=2)[N:10]([CH2:18][O:19][CH2:20][CH2:21][Si:22]([CH3:25])([CH3:24])[CH3:23])[CH:9]=1)=[O:7])([CH3:4])([CH3:3])[CH3:2].[CH3:26][S:27]([C:30]1[CH:38]=[C:37]2[C:33]([C:34]([Sn](CCCC)(CCCC)CCCC)=[N:35][N:36]2[CH3:39])=[CH:32][CH:31]=1)(=[O:29])=[O:28], predict the reaction product. The product is: [C:1]([NH:5][C:6]([C:8]1[C:16]2[C:11](=[N:12][CH:13]=[C:14]([C:34]3[C:33]4[C:37](=[CH:38][C:30]([S:27]([CH3:26])(=[O:28])=[O:29])=[CH:31][CH:32]=4)[N:36]([CH3:39])[N:35]=3)[N:15]=2)[N:10]([CH2:18][O:19][CH2:20][CH2:21][Si:22]([CH3:25])([CH3:24])[CH3:23])[CH:9]=1)=[O:7])([CH3:4])([CH3:3])[CH3:2]. (8) Given the reactants [NH2:1][C:2]1[CH:3]=[CH:4][C:5]([F:25])=[C:6]([C@:8]2([CH2:23][F:24])[C@H:14]3[C@:12]([CH2:15][O:16][CH2:17][C:18](F)(F)F)([CH2:13]3)[S:11][C:10]([NH2:22])=[N:9]2)[CH:7]=1.[C:26](OC(=O)NC1S[C@]2(COC(C)C)[C@H]([C@](C3C=C(Br)C=CC=3F)(CF)N=1)C2)(C)(C)C, predict the reaction product. The product is: [NH2:1][C:2]1[CH:3]=[CH:4][C:5]([F:25])=[C:6]([C@:8]2([CH2:23][F:24])[C@H:14]3[C@:12]([CH2:15][O:16][CH:17]([CH3:26])[CH3:18])([CH2:13]3)[S:11][C:10]([NH2:22])=[N:9]2)[CH:7]=1. (9) Given the reactants [CH3:1][O:2][C:3]([C:5]1[S:9][C:8]([C:10]([OH:12])=O)=[CH:7][CH:6]=1)=[O:4].CN(C(O[N:21]1N=N[C:23]2C=CC=N[C:22]1=2)=[N+](C)C)C.F[P-](F)(F)(F)(F)F.CCN(C(C)C)C(C)C.Cl.C(N)C.C([O-])(O)=O.[Na+], predict the reaction product. The product is: [CH2:22]([NH:21][C:10]([C:8]1[S:9][C:5]([C:3]([O:2][CH3:1])=[O:4])=[CH:6][CH:7]=1)=[O:12])[CH3:23].